From a dataset of Catalyst prediction with 721,799 reactions and 888 catalyst types from USPTO. Predict which catalyst facilitates the given reaction. (1) Reactant: [Cl:1][C:2]1[CH:7]=[CH:6][C:5]([C:8]2[CH:9]=[N:10][CH:11]=[C:12]3[C:17]=2[N:16]=[C:15]([C:18]([OH:20])=O)[CH:14]=[CH:13]3)=[CH:4][CH:3]=1.C(N(CC)C(C)C)(C)C.F[P-](F)(F)(F)(F)F.N1(OC(N(C)C)=[N+](C)C)C2N=CC=CC=2N=N1.[CH3:54][S:55]([C:58]1[CH:63]=[CH:62][C:61]([CH2:64][NH2:65])=[CH:60][CH:59]=1)(=[O:57])=[O:56]. Product: [Cl:1][C:2]1[CH:3]=[CH:4][C:5]([C:8]2[CH:9]=[N:10][CH:11]=[C:12]3[C:17]=2[N:16]=[C:15]([C:18]([NH:65][CH2:64][C:61]2[CH:60]=[CH:59][C:58]([S:55]([CH3:54])(=[O:57])=[O:56])=[CH:63][CH:62]=2)=[O:20])[CH:14]=[CH:13]3)=[CH:6][CH:7]=1. The catalyst class is: 9. (2) Product: [Cl:1][C:2]1[CH:3]=[C:4]([O:37][CH3:38])[C:5]2[N:11]3[C:12]([C:15]([F:18])([F:17])[F:16])=[N:13][N:14]=[C:10]3[C@H:9]([CH2:19][C:20]([OH:22])=[O:21])[S:8][C@@H:7]([C:26]3[CH:31]=[CH:30][CH:29]=[C:28]([O:32][CH3:33])[C:27]=3[O:34][CH3:35])[C:6]=2[CH:36]=1. Reactant: [Cl:1][C:2]1[CH:3]=[C:4]([O:37][CH3:38])[C:5]2[N:11]3[C:12]([C:15]([F:18])([F:17])[F:16])=[N:13][N:14]=[C:10]3[C@H:9]([CH2:19][C:20]([O:22]C(C)C)=[O:21])[S:8][C@@H:7]([C:26]3[CH:31]=[CH:30][CH:29]=[C:28]([O:32][CH3:33])[C:27]=3[O:34][CH3:35])[C:6]=2[CH:36]=1.Cl. The catalyst class is: 12. (3) Reactant: [F:1][C:2]1[CH:7]=[CH:6][C:5]([C@H:8]2[CH2:13][C@H:12]([OH:14])[CH2:11][CH2:10][N:9]2C(OC(C)(C)C)=O)=[CH:4][CH:3]=1.FC(F)(F)C(O)=O.ClCCl.FC(F)(F)C(O)=O. Product: [F:1][C:2]1[CH:7]=[CH:6][C:5]([C@H:8]2[CH2:13][C@H:12]([OH:14])[CH2:11][CH2:10][NH:9]2)=[CH:4][CH:3]=1. The catalyst class is: 4. (4) Reactant: C(Cl)(=O)C(Cl)=O.CS(C)=O.[OH:11][CH:12]([CH:30]([CH3:32])[CH3:31])[CH2:13][NH:14][C:15]([CH2:17][CH2:18][NH:19][C:20](=[O:29])[O:21][CH2:22][C:23]1[CH:28]=[CH:27][CH:26]=[CH:25][CH:24]=1)=[O:16].C(N(CC)CC)C. Product: [CH3:31][CH:30]([CH3:32])[C:12](=[O:11])[CH2:13][NH:14][C:15]([CH2:17][CH2:18][NH:19][C:20](=[O:29])[O:21][CH2:22][C:23]1[CH:24]=[CH:25][CH:26]=[CH:27][CH:28]=1)=[O:16]. The catalyst class is: 4. (5) Reactant: CS(O)(=O)=O.[NH2:6][CH2:7][C:8]1[CH:9]=[C:10]2[C:14](=[CH:15][CH:16]=1)[C:13](=[O:17])[N:12]([CH:18]1[CH2:23][CH2:22][C:21](=[O:24])[NH:20][C:19]1=[O:25])[CH2:11]2.C1N=CN([C:31]([N:33]2C=N[CH:35]=[CH:34]2)=[O:32])C=1.[Si:38]([O:45][C:46]1[CH:52]=CC(N)=[CH:48][C:47]=1[CH3:53])([C:41]([CH3:44])([CH3:43])[CH3:42])([CH3:40])[CH3:39]. Product: [Si:38]([O:45][C:46]1[CH:52]=[CH:35][C:34]([NH:33][C:31]([NH:6][CH2:7][C:8]2[CH:9]=[C:10]3[C:14](=[CH:15][CH:16]=2)[C:13](=[O:17])[N:12]([CH:18]2[CH2:23][CH2:22][C:21](=[O:24])[NH:20][C:19]2=[O:25])[CH2:11]3)=[O:32])=[CH:48][C:47]=1[CH3:53])([C:41]([CH3:42])([CH3:43])[CH3:44])([CH3:40])[CH3:39]. The catalyst class is: 3. (6) Reactant: [I:1][C:2]1[CH:3]=[CH:4][C:5]2[N:6]([CH:8]=[C:9]([NH2:11])[N:10]=2)[N:7]=1.[CH2:12]([C:15]1[CH:23]=[CH:22][C:18]([C:19](Cl)=[O:20])=[CH:17][CH:16]=1)[CH2:13][CH3:14].CN(C)C(=[O:28])C. Product: [CH:18]([O:28][CH:4]([CH3:3])[CH3:5])([CH3:19])[CH3:22].[I:1][C:2]1[CH:3]=[CH:4][C:5]2[N:6]([CH:8]=[C:9]([NH:11][C:19](=[O:20])[C:18]3[CH:22]=[CH:23][C:15]([CH2:12][CH2:13][CH3:14])=[CH:16][CH:17]=3)[N:10]=2)[N:7]=1. The catalyst class is: 6. (7) Reactant: [F:1][C:2]1[CH:7]=[CH:6][C:5]([C:8]2[C:9]([NH2:14])=[N:10][CH:11]=[CH:12][CH:13]=2)=[CH:4][CH:3]=1.[CH2:15]([O:17][C:18]([N:20]=[C:21]=[S:22])=[O:19])[CH3:16]. Product: [F:1][C:2]1[CH:7]=[CH:6][C:5]([C:8]2[C:9]([NH:14][C:21]([NH:20][C:18]([O:17][CH2:15][CH3:16])=[O:19])=[S:22])=[N:10][CH:11]=[CH:12][CH:13]=2)=[CH:4][CH:3]=1. The catalyst class is: 12. (8) Reactant: [CH3:1][CH2:2][C:3](=O)[CH2:4][CH3:5].[Cl:7][C:8]1[C:13]([NH:14][NH2:15])=[CH:12][CH:11]=[CH:10][N:9]=1. Product: [Cl:7][C:8]1[C:13]([NH:14][N:15]=[C:3]([CH2:4][CH3:5])[CH2:2][CH3:1])=[CH:12][CH:11]=[CH:10][N:9]=1. The catalyst class is: 8.